Dataset: Forward reaction prediction with 1.9M reactions from USPTO patents (1976-2016). Task: Predict the product of the given reaction. (1) Given the reactants [O:1]=[C:2]1[C:11]([C:12]([O:14][CH2:15][CH3:16])=[O:13])=[N:10][C:9]2[C:4](=[CH:5][CH:6]=[CH:7][CH:8]=2)[NH:3]1.[H-].[Na+].[CH2:19](Br)[C:20]1[CH:25]=[CH:24][CH:23]=[CH:22][CH:21]=1, predict the reaction product. The product is: [CH2:19]([N:3]1[C:4]2[C:9](=[CH:8][CH:7]=[CH:6][CH:5]=2)[N:10]=[C:11]([C:12]([O:14][CH2:15][CH3:16])=[O:13])[C:2]1=[O:1])[C:20]1[CH:25]=[CH:24][CH:23]=[CH:22][CH:21]=1. (2) Given the reactants [CH3:1][O:2][C:3]([C:5]1[S:6][CH:7]=[CH:8][C:9]=1[NH:10][CH:11]([C:15]1[CH:20]=[CH:19][CH:18]=[CH:17][CH:16]=1)[C:12]([OH:14])=[O:13])=[O:4].[N:21]12[CH2:28][CH2:27][CH:24]([CH2:25][CH2:26]1)[C@@H:23](O)[CH2:22]2.C1CCC(N=C=NC2CCCCC2)CC1.C1C=CC2N(O)N=NC=2C=1, predict the reaction product. The product is: [O:13]=[C:12]([O:14][C@@H:23]1[CH:24]2[CH2:27][CH2:28][N:21]([CH2:26][CH2:25]2)[CH2:22]1)[CH:11]([NH:10][C:9]1[CH:8]=[CH:7][S:6][C:5]=1[C:3]([O:2][CH3:1])=[O:4])[C:15]1[CH:20]=[CH:19][CH:18]=[CH:17][CH:16]=1.